From a dataset of Full USPTO retrosynthesis dataset with 1.9M reactions from patents (1976-2016). Predict the reactants needed to synthesize the given product. (1) Given the product [N:1]([CH2:4][CH:5]1[NH:10][C:9]2[C:11]([C:19]3[CH:20]=[CH:21][CH:22]=[CH:23][C:18]=3[CH3:17])=[CH:12][C:13]([F:15])=[CH:14][C:8]=2[O:7][CH2:6]1)=[N+:2]=[N-:3], predict the reactants needed to synthesize it. The reactants are: [N:1]([CH2:4][CH:5]1[NH:10][C:9]2[C:11](Br)=[CH:12][C:13]([F:15])=[CH:14][C:8]=2[O:7][CH2:6]1)=[N+:2]=[N-:3].[CH3:17][C:18]1[CH:23]=[CH:22][CH:21]=[CH:20][C:19]=1B(O)O. (2) Given the product [CH3:31][N:32]1[C:36]([C:2]2[CH:7]=[C:6]([C:8]([F:11])([F:10])[F:9])[CH:5]=[CH:4][C:3]=2[N:12]2[CH2:17][CH2:16][O:15][C:14]3[CH:18]=[C:19]([S:22]([NH:25][C:26]4[S:30][N:29]=[CH:28][N:27]=4)(=[O:24])=[O:23])[CH:20]=[CH:21][C:13]2=3)=[CH:35][CH:34]=[N:33]1, predict the reactants needed to synthesize it. The reactants are: Br[C:2]1[CH:7]=[C:6]([C:8]([F:11])([F:10])[F:9])[CH:5]=[CH:4][C:3]=1[N:12]1[CH2:17][CH2:16][O:15][C:14]2[CH:18]=[C:19]([S:22]([NH:25][C:26]3[S:30][N:29]=[CH:28][N:27]=3)(=[O:24])=[O:23])[CH:20]=[CH:21][C:13]1=2.[CH3:31][N:32]1[C:36](B2OC(C)(C)C(C)(C)O2)=[CH:35][CH:34]=[N:33]1.C([O-])([O-])=O.[K+].[K+].Cl. (3) Given the product [Cl:1][C:2]1[CH:3]=[CH:4][C:5]([CH2:15][CH3:16])=[C:6]([C:8]2[N:9]([S:28]([C:22]3[CH:27]=[CH:26][CH:25]=[CH:24][CH:23]=3)(=[O:30])=[O:29])[CH:10]=[CH:11][C:12]=2[C:13]#[N:14])[CH:7]=1, predict the reactants needed to synthesize it. The reactants are: [Cl:1][C:2]1[CH:3]=[CH:4][C:5]([CH2:15][CH3:16])=[C:6]([C:8]2[NH:9][CH:10]=[CH:11][C:12]=2[C:13]#[N:14])[CH:7]=1.CN(C=O)C.[C:22]1([S:28](Cl)(=[O:30])=[O:29])[CH:27]=[CH:26][CH:25]=[CH:24][CH:23]=1.O. (4) Given the product [Cl:1][C:2]1[N:7]=[CH:6][C:5]([CH:8]2[C:17]3[C:12](=[CH:13][CH:14]=[CH:15][CH:16]=3)[CH2:11][CH2:10][NH:9]2)=[CH:4][CH:3]=1, predict the reactants needed to synthesize it. The reactants are: [Cl:1][C:2]1[N:7]=[CH:6][C:5]([CH:8]2[C:17]3[C:12](=[CH:13][CH:14]=[CH:15][CH:16]=3)[CH2:11][CH2:10][N:9]2C(OCC2C=CC=CC=2)=O)=[CH:4][CH:3]=1.C(O)(C(F)(F)F)=O. (5) Given the product [F:29][C:2]1([F:1])[CH2:7][CH2:6][N:5]([C:8]([C:10]2[N:11]([C:36]3[CH:35]=[CH:34][CH:33]=[C:32]([O:31][CH3:30])[CH:37]=3)[C:12]3[C:17]([CH:18]=2)=[CH:16][C:15]([O:19][CH:20]2[CH2:25][CH2:24][N:23]([CH:26]([CH3:27])[CH3:28])[CH2:22][CH2:21]2)=[CH:14][CH:13]=3)=[O:9])[CH2:4][CH2:3]1, predict the reactants needed to synthesize it. The reactants are: [F:1][C:2]1([F:29])[CH2:7][CH2:6][N:5]([C:8]([C:10]2[NH:11][C:12]3[C:17]([CH:18]=2)=[CH:16][C:15]([O:19][CH:20]2[CH2:25][CH2:24][N:23]([CH:26]([CH3:28])[CH3:27])[CH2:22][CH2:21]2)=[CH:14][CH:13]=3)=[O:9])[CH2:4][CH2:3]1.[CH3:30][O:31][C:32]1[CH:33]=[C:34](B(O)O)[CH:35]=[CH:36][CH:37]=1. (6) Given the product [CH3:22][C:2]1[N:7]=[C:6]2[N:8]([S:11]([C:14]3[CH:20]=[CH:19][C:17]([CH3:18])=[CH:16][CH:15]=3)(=[O:13])=[O:12])[CH:9]=[CH:10][C:5]2=[CH:4][CH:3]=1, predict the reactants needed to synthesize it. The reactants are: Cl[C:2]1[N:7]=[C:6]2[N:8]([S:11]([C:14]3[CH:20]=[CH:19][C:17]([CH3:18])=[CH:16][CH:15]=3)(=[O:13])=[O:12])[CH:9]=[CH:10][C:5]2=[CH:4][CH:3]=1.[Cl-].[CH3:22][Zn+].O. (7) Given the product [F:11][CH:9]([F:10])[O:8][C:7]1[N:6]([CH3:12])[N:5]=[C:4]([C:13]2[CH:18]=[CH:17][C:16]([O:19][CH:20]([CH3:21])[CH3:22])=[C:15]([CH3:23])[CH:14]=2)[C:3]=1[CH3:1], predict the reactants needed to synthesize it. The reactants are: [CH:1]([C:3]1[C:4]([C:13]2[CH:18]=[CH:17][C:16]([O:19][CH:20]([CH3:22])[CH3:21])=[C:15]([CH3:23])[CH:14]=2)=[N:5][N:6]([CH3:12])[C:7]=1[O:8][CH:9]([F:11])[F:10])=O.FC(F)(F)C(O)=O.C([SiH](CC)CC)C.